Dataset: Reaction yield outcomes from USPTO patents with 853,638 reactions. Task: Predict the reaction yield, written as a fraction of the theoretical maximum amount of product (1.0 means a 100% yield; for example, 0.34 means a 34% yield). (1) The reactants are Cl[CH2:2][C:3]1[C:4]([S:9][CH:10]2[CH2:13][CH2:12][CH2:11]2)=[N:5][CH:6]=[CH:7][CH:8]=1.C[O:15][C:16]([CH:18]1[CH2:20][CH:19]1[C:21]1[CH:26]=[CH:25][C:24]([OH:27])=[C:23]([F:28])[CH:22]=1)=[O:17]. No catalyst specified. The product is [CH:10]1([S:9][C:4]2[C:3]([CH2:2][O:27][C:24]3[CH:25]=[CH:26][C:21]([CH:19]4[CH2:20][CH:18]4[C:16]([OH:17])=[O:15])=[CH:22][C:23]=3[F:28])=[CH:8][CH:7]=[CH:6][N:5]=2)[CH2:13][CH2:12][CH2:11]1. The yield is 0.840. (2) The reactants are [CH:1]([C:3]1[CH:18]=[CH:17][C:6]([O:7][C:8]2[N:9]=[CH:10][C:11]([C:14]([NH2:16])=[O:15])=[N:12][CH:13]=2)=[C:5]([O:19][CH3:20])[CH:4]=1)=O.[CH3:21][C:22]([CH3:27])([CH3:26])[CH2:23][CH2:24][NH2:25].[BH4-].[Na+]. The catalyst is CO. The product is [CH3:21][C:22]([CH3:27])([CH3:26])[CH2:23][CH2:24][NH:25][CH2:1][C:3]1[CH:18]=[CH:17][C:6]([O:7][C:8]2[N:9]=[CH:10][C:11]([C:14]([NH2:16])=[O:15])=[N:12][CH:13]=2)=[C:5]([O:19][CH3:20])[CH:4]=1. The yield is 0.459.